From a dataset of Forward reaction prediction with 1.9M reactions from USPTO patents (1976-2016). Predict the product of the given reaction. (1) Given the reactants F[C:2]1[CH:10]=[CH:9][C:5]([C:6]([OH:8])=[O:7])=[CH:4][C:3]=1[S:11]([N:14]1[CH2:19][CH2:18][O:17][CH2:16][CH2:15]1)(=[O:13])=[O:12].CS(CCO)(=O)=[O:22].[H-].[Na+], predict the reaction product. The product is: [OH:22][C:2]1[CH:10]=[CH:9][C:5]([C:6]([OH:8])=[O:7])=[CH:4][C:3]=1[S:11]([N:14]1[CH2:19][CH2:18][O:17][CH2:16][CH2:15]1)(=[O:13])=[O:12]. (2) Given the reactants [H-].C([Al+]CC(C)C)C(C)C.[CH2:11]([CH:18]([C:39]#[N:40])[C:19]1[CH:20]=[C:21]([CH:35]=[CH:36][C:37]=1[F:38])[O:22][CH2:23][CH2:24][NH:25][S:26]([C:29]1[N:30]=[CH:31][N:32]([CH3:34])[CH:33]=1)(=[O:28])=[O:27])[C:12]1[CH:17]=[CH:16][CH:15]=[CH:14][CH:13]=1.[BH4-].[Na+].[OH-].[Na+].[Cl:45]CCl, predict the reaction product. The product is: [ClH:45].[NH2:40][CH2:39][CH:18]([C:19]1[CH:20]=[C:21]([CH:35]=[CH:36][C:37]=1[F:38])[O:22][CH2:23][CH2:24][NH:25][S:26]([C:29]1[N:30]=[CH:31][N:32]([CH3:34])[CH:33]=1)(=[O:28])=[O:27])[CH2:11][C:12]1[CH:17]=[CH:16][CH:15]=[CH:14][CH:13]=1.